This data is from Full USPTO retrosynthesis dataset with 1.9M reactions from patents (1976-2016). The task is: Predict the reactants needed to synthesize the given product. (1) Given the product [F:1][C:2]1[CH:3]=[C:4]([CH2:9][C:10]([Cl:15])=[O:12])[CH:5]=[CH:6][C:7]=1[F:8], predict the reactants needed to synthesize it. The reactants are: [F:1][C:2]1[CH:3]=[C:4]([CH2:9][C:10]([OH:12])=O)[CH:5]=[CH:6][C:7]=1[F:8].S(Cl)([Cl:15])=O. (2) Given the product [NH2:23][C:20]([CH3:22])([CH2:21][C:2]1[CH:11]=[N:10][C:9]2[C:4](=[CH:5][CH:6]=[CH:7][CH:8]=2)[N:3]=1)[CH2:19][NH2:18], predict the reactants needed to synthesize it. The reactants are: Cl[C:2]1[CH:11]=[N:10][C:9]2[C:4](=[CH:5][CH:6]=[CH:7][CH:8]=2)[N:3]=1.C(=O)([O-])[O-].[K+].[K+].[NH2:18][CH2:19][C:20]([NH2:23])([CH3:22])[CH3:21]. (3) Given the product [CH3:27][C:6]1[C:5]([CH2:4][C:3]([OH:28])=[O:2])=[C:9]([CH3:10])[N:8]([CH2:11][C:12]2[CH:13]=[CH:14][C:15]([C:18](=[O:26])[CH2:19][C:20]3[CH:21]=[CH:22][CH:23]=[CH:24][CH:25]=3)=[CH:16][CH:17]=2)[N:7]=1, predict the reactants needed to synthesize it. The reactants are: C[O:2][C:3](=[O:28])[CH2:4][C:5]1[C:6]([CH3:27])=[N:7][N:8]([CH2:11][C:12]2[CH:17]=[CH:16][C:15]([CH:18]([OH:26])[CH2:19][C:20]3[CH:25]=[CH:24][CH:23]=[CH:22][CH:21]=3)=[CH:14][CH:13]=2)[C:9]=1[CH3:10].CC(OI1(OC(C)=O)(OC(C)=O)OC(=O)C2C=CC=CC1=2)=O.[OH-].[Na+].Cl. (4) Given the product [OH:20][B:17]1[C:16]2[CH:21]=[C:12]([NH:11][S:8]([C:5]3[CH:6]=[CH:7][C:2]([NH:1][S:29]([CH3:28])(=[O:31])=[O:30])=[CH:3][CH:4]=3)(=[O:9])=[O:10])[CH:13]=[CH:14][C:15]=2[CH2:19][O:18]1, predict the reactants needed to synthesize it. The reactants are: [NH2:1][C:2]1[CH:7]=[CH:6][C:5]([S:8]([NH:11][C:12]2[CH:13]=[CH:14][C:15]3[CH2:19][O:18][B:17]([OH:20])[C:16]=3[CH:21]=2)(=[O:10])=[O:9])=[CH:4][CH:3]=1.N1C=CC=CC=1.[CH3:28][S:29](Cl)(=[O:31])=[O:30]. (5) Given the product [CH3:1][S:2]([OH:5])(=[O:4])=[O:3].[Cl:40][C:37]1[CH:38]=[CH:39][C:34]([NH:33][C:31]([C:27]2[S:28][CH:29]=[CH:30][C:26]=2[C:24]([NH:23][C:20]2[CH:21]=[CH:22][C:17]([N:16]3[CH2:15][CH2:14][O:13][C:41]3=[NH:42])=[CH:18][CH:19]=2)=[O:25])=[O:32])=[N:35][CH:36]=1, predict the reactants needed to synthesize it. The reactants are: [CH3:1][S:2]([OH:5])(=[O:4])=[O:3].[Si]([O:13][CH2:14][CH2:15][N:16]([C:41]#[N:42])[C:17]1[CH:22]=[CH:21][C:20]([NH:23][C:24]([C:26]2[CH:30]=[CH:29][S:28][C:27]=2[C:31]([NH:33][C:34]2[CH:39]=[CH:38][C:37]([Cl:40])=[CH:36][N:35]=2)=[O:32])=[O:25])=[CH:19][CH:18]=1)(C(C)(C)C)(C)C. (6) Given the product [N:1]1([CH2:7][C:8]2[CH:15]=[CH:14][C:11]([CH:12]=[O:13])=[CH:10][CH:9]=2)[CH:5]=[CH:4][N:3]=[N:2]1, predict the reactants needed to synthesize it. The reactants are: [NH:1]1[CH:5]=[CH:4][N:3]=[N:2]1.Br[CH2:7][C:8]1[CH:15]=[CH:14][C:11]([CH:12]=[O:13])=[CH:10][CH:9]=1. (7) Given the product [F:1][C:2]1[CH:7]=[C:6]([F:8])[CH:5]=[CH:4][C:3]=1[N:9]1[C:13]2=[N:14][C:15]([CH3:39])=[N:16][C:17]([NH:18][CH2:19][C:20]([OH:38])([C:21]([F:23])([F:24])[F:22])[CH2:25][C:26]([C:29]3[CH:34]=[C:33]([F:35])[CH:32]=[CH:31][C:30]=3[OH:36])([CH3:28])[CH3:27])=[C:12]2[CH:11]=[N:10]1, predict the reactants needed to synthesize it. The reactants are: [F:1][C:2]1[CH:7]=[C:6]([F:8])[CH:5]=[CH:4][C:3]=1[N:9]1[C:13]2=[N:14][C:15]([CH3:39])=[N:16][C:17]([NH:18][CH2:19][C:20]([OH:38])([CH2:25][C:26]([C:29]3[CH:34]=[C:33]([F:35])[CH:32]=[CH:31][C:30]=3[O:36]C)([CH3:28])[CH3:27])[C:21]([F:24])([F:23])[F:22])=[C:12]2[CH:11]=[N:10]1.C(=O)=O.CC(C)=O.B(Br)(Br)Br. (8) Given the product [CH3:22][O:12][C:11](=[O:13])[C:9]1[CH:8]=[C:7]([N+:14]([O-:16])=[O:15])[C:3]([C:4]([OH:6])=[O:5])=[C:2]([Cl:1])[CH:10]=1, predict the reactants needed to synthesize it. The reactants are: [Cl:1][C:2]1[CH:10]=[C:9]([C:11]([OH:13])=[O:12])[CH:8]=[C:7]([N+:14]([O-:16])=[O:15])[C:3]=1[C:4]([OH:6])=[O:5].S(=O)(=O)(O)O.[CH3:22]O. (9) Given the product [Cl:11][C:12]1[CH:17]=[CH:16][C:15]([S:18][C:2]2[CH:9]=[CH:8][CH:7]=[C:6]([F:10])[C:3]=2[CH:4]=[O:5])=[CH:14][CH:13]=1, predict the reactants needed to synthesize it. The reactants are: F[C:2]1[CH:9]=[CH:8][CH:7]=[C:6]([F:10])[C:3]=1[CH:4]=[O:5].[Cl:11][C:12]1[CH:17]=[CH:16][C:15]([SH:18])=[CH:14][CH:13]=1.C([O-])([O-])=O.[K+].[K+].O. (10) Given the product [CH3:1][O:2][C:3](=[O:12])[CH2:4][C:5]1[CH:10]=[CH:9][CH:8]=[C:7]([NH:11][C:27]2[N:28]=[C:23]([Cl:22])[N:24]=[CH:25][N:26]=2)[CH:6]=1, predict the reactants needed to synthesize it. The reactants are: [CH3:1][O:2][C:3](=[O:12])[CH2:4][C:5]1[CH:10]=[CH:9][CH:8]=[C:7]([NH2:11])[CH:6]=1.CCN(C(C)C)C(C)C.[Cl:22][C:23]1[N:28]=[C:27](Cl)[N:26]=[CH:25][N:24]=1.